Task: Predict the reactants needed to synthesize the given product.. Dataset: Full USPTO retrosynthesis dataset with 1.9M reactions from patents (1976-2016) (1) Given the product [F:2][C:3]1[CH:10]=[CH:9][C:8]([CH2:11][CH2:12][CH2:13][NH:14][C@@H:15]([C:17]2[C:26]3[C:21](=[CH:22][CH:23]=[CH:24][CH:25]=3)[CH:20]=[CH:19][CH:18]=2)[CH3:16])=[CH:7][C:4]=1[C:5]([OH:30])=[O:27], predict the reactants needed to synthesize it. The reactants are: Cl.[F:2][C:3]1[CH:10]=[CH:9][C:8]([CH2:11][CH2:12][CH2:13][NH:14][C@@H:15]([C:17]2[C:26]3[C:21](=[CH:22][CH:23]=[CH:24][CH:25]=3)[CH:20]=[CH:19][CH:18]=2)[CH3:16])=[CH:7][C:4]=1[C:5]#N.[OH-:27].[Na+].C[OH:30]. (2) The reactants are: [N:1]1([CH:17]2[CH2:22][CH2:21][NH:20][CH2:19][CH2:18]2)[CH2:6][CH2:5][CH:4]([N:7]2[C@@H:11]3[CH2:12][CH2:13][CH2:14][CH2:15][C@H:10]3[NH:9][C:8]2=[O:16])[CH2:3][CH2:2]1.[CH:23]1([C:26](O)=[O:27])[CH2:25][CH2:24]1.CN(C(ON1N=NC2C=CC=NC1=2)=[N+](C)C)C.F[P-](F)(F)(F)(F)F.C(N(C(C)C)CC)(C)C. Given the product [CH:23]1([C:26]([N:20]2[CH2:21][CH2:22][CH:17]([N:1]3[CH2:2][CH2:3][CH:4]([N:7]4[C@@H:11]5[CH2:12][CH2:13][CH2:14][CH2:15][C@H:10]5[NH:9][C:8]4=[O:16])[CH2:5][CH2:6]3)[CH2:18][CH2:19]2)=[O:27])[CH2:25][CH2:24]1, predict the reactants needed to synthesize it.